From a dataset of Forward reaction prediction with 1.9M reactions from USPTO patents (1976-2016). Predict the product of the given reaction. (1) Given the reactants [NH2:1][C:2]1[C:11]([C:12]([O:14][CH2:15][CH:16]=[CH2:17])=[O:13])=[C:5]2[NH:6][C:7](=[O:10])[CH:8]=[CH:9][N:4]2[N:3]=1.N1C[CH2:20][CH2:21][N:22]2[CH2:28]CCCC[C:23]=12.N1(O[P+](N2CCCC2)(N2CCCC2)N2CCCC2)C2C=CC=CC=2N=N1.CN(C)CCO.C(=O)([O-])[O-].[Cs+].[Cs+], predict the reaction product. The product is: [NH2:1][C:2]1[C:11]([C:12]([O:14][CH2:15][CH:16]=[CH2:17])=[O:13])=[C:5]2[N:6]=[C:7]([O:10][CH2:20][CH2:21][N:22]([CH3:28])[CH3:23])[CH:8]=[CH:9][N:4]2[N:3]=1. (2) The product is: [CH2:43]([O:17][C:13]1[CH:12]=[C:11]([C:10]2[C:3]3[C:2]([NH2:1])=[N:7][CH:6]=[N:5][C:4]=3[N:8]([C@H:27]3[CH2:28][C@@H:29]([CH2:31][N:48]4[CH2:49][CH2:50][N:45]([CH3:44])[CH2:46][CH2:47]4)[CH2:30]3)[C:9]=2[CH2:25][CH3:26])[CH:16]=[CH:15][CH:14]=1)[C:33]1[CH:38]=[CH:37][CH:36]=[CH:35][CH:34]=1. Given the reactants [NH2:1][C:2]1[C:3]2[C:10]([C:11]3[CH:16]=[CH:15][CH:14]=[C:13]([O:17]CC4C=CC=CC=4)[CH:12]=3)=[C:9]([CH2:25][CH3:26])[N:8]([C@@H:27]3[CH2:30][C@H:29]([CH2:31]O)[CH2:28]3)[C:4]=2[N:5]=[CH:6][N:7]=1.[C:33]1([CH3:43])[CH:38]=[CH:37][C:36](S(Cl)(=O)=O)=[CH:35][CH:34]=1.[CH3:44][N:45]1[CH2:50][CH2:49][NH:48][CH2:47][CH2:46]1, predict the reaction product. (3) Given the reactants [O:1]1C=CC=[C:2]1[C@@H:6]([N:16]([CH3:24])[C:17](=[O:23])[O:18][C:19]([CH3:22])([CH3:21])[CH3:20])[C@H:7]([CH3:15])[CH2:8][O:9][C@H:10]1[CH2:14][CH2:13][O:12][CH2:11]1.CC[O:27]C(C)=O.CCCCCCC.O, predict the reaction product. The product is: [C:19]([O:18][C:17]([N:16]([CH3:24])[C@@H:6]([C@H:7]([CH3:15])[CH2:8][O:9][C@H:10]1[CH2:14][CH2:13][O:12][CH2:11]1)[C:2]([OH:1])=[O:27])=[O:23])([CH3:22])([CH3:21])[CH3:20].